This data is from Catalyst prediction with 721,799 reactions and 888 catalyst types from USPTO. The task is: Predict which catalyst facilitates the given reaction. Reactant: [C:1]([C:4]1[CH:5]=[C:6]([C:10]2[C:15]3[N:16]([C:19]4[CH:24]=[CH:23][CH:22]=[CH:21][CH:20]=4)[CH:17]=[N:18][C:14]=3[CH:13]=[C:12]([C:25]([F:28])([F:27])[F:26])[CH:11]=2)[CH:7]=[CH:8][CH:9]=1)(=[O:3])[CH3:2].[CH3:29][Mg]Br. Product: [OH:3][C:1]([C:4]1[CH:5]=[C:6]([C:10]2[C:15]3[N:16]([C:19]4[CH:24]=[CH:23][CH:22]=[CH:21][CH:20]=4)[CH:17]=[N:18][C:14]=3[CH:13]=[C:12]([C:25]([F:27])([F:28])[F:26])[CH:11]=2)[CH:7]=[CH:8][CH:9]=1)([CH3:29])[CH3:2]. The catalyst class is: 7.